Dataset: Catalyst prediction with 721,799 reactions and 888 catalyst types from USPTO. Task: Predict which catalyst facilitates the given reaction. (1) Reactant: [C:1]([C:3]([C:6]1[CH:7]=[C:8]([CH:35]=[CH:36][CH:37]=1)[C:9]([NH:11][C:12]1[CH:17]=[CH:16][C:15]([CH3:18])=[C:14]([N:19]2[C:28](=[O:29])[C:27]3[C:22](=[CH:23][CH:24]=[C:25]([C:30]#[C:31][CH2:32][NH:33][CH3:34])[CH:26]=3)[N:21]=[CH:20]2)[CH:13]=1)=[O:10])([CH3:5])[CH3:4])#[N:2].[H][H]. Product: [C:1]([C:3]([C:6]1[CH:7]=[C:8]([CH:35]=[CH:36][CH:37]=1)[C:9]([NH:11][C:12]1[CH:17]=[CH:16][C:15]([CH3:18])=[C:14]([N:19]2[C:28](=[O:29])[C:27]3[C:22](=[CH:23][CH:24]=[C:25]([CH2:30][CH2:31][CH2:32][NH:33][CH3:34])[CH:26]=3)[N:21]=[CH:20]2)[CH:13]=1)=[O:10])([CH3:5])[CH3:4])#[N:2]. The catalyst class is: 19. (2) Reactant: CS[C:3]1[NH:8][C:7](=[O:9])[CH:6]=[C:5]([CH2:10][CH2:11][CH3:12])[N:4]=1.[NH2:13][C:14]1[CH:15]=[CH:16][C:17]([F:24])=[C:18]([C:20]([F:23])([F:22])[F:21])[CH:19]=1. Product: [F:24][C:17]1[CH:16]=[CH:15][C:14]([NH:13][C:3]2[NH:8][C:7](=[O:9])[CH:6]=[C:5]([CH2:10][CH2:11][CH3:12])[N:4]=2)=[CH:19][C:18]=1[C:20]([F:21])([F:22])[F:23]. The catalyst class is: 13. (3) Reactant: [N:1]1[CH:6]=[CH:5][C:4]([N:7]2[CH2:12][CH2:11][CH:10]([C:13]([OH:15])=O)[CH2:9][CH2:8]2)=[CH:3][CH:2]=1.S(Cl)(Cl)=O.[Si:20]([O:27][C:28]1[CH:29]=[CH:30][C:31]([N:35]2[C:39](=[O:40])[C:38]3=[CH:41][CH:42]=[CH:43][CH:44]=[C:37]3[C:36]2=[O:45])=[C:32]([CH:34]=1)[NH2:33])([C:23]([CH3:26])([CH3:25])[CH3:24])([CH3:22])[CH3:21].C(Cl)Cl.CO.[OH-].[NH4+]. Product: [Si:20]([O:27][C:28]1[CH:29]=[CH:30][C:31]([N:35]2[C:36](=[O:45])[C:37]3=[CH:44][CH:43]=[CH:42][CH:41]=[C:38]3[C:39]2=[O:40])=[C:32]([CH:34]=1)[NH:33][C:13]([CH:10]1[CH2:9][CH2:8][N:7]([C:4]2[CH:3]=[CH:2][N:1]=[CH:6][CH:5]=2)[CH2:12][CH2:11]1)=[O:15])([C:23]([CH3:26])([CH3:25])[CH3:24])([CH3:22])[CH3:21]. The catalyst class is: 202.